Dataset: Reaction yield outcomes from USPTO patents with 853,638 reactions. Task: Predict the reaction yield, written as a fraction of the theoretical maximum amount of product (1.0 means a 100% yield; for example, 0.34 means a 34% yield). The reactants are [Cl:1][C:2]1[CH:11]=[CH:10][C:5]([C:6]([NH:8][NH2:9])=[O:7])=[CH:4][CH:3]=1.C([O-])([O-])=O.[K+].[K+].[Cl:18][CH2:19][C:20](Cl)=[O:21]. The catalyst is C(#N)C. The product is [Cl:1][C:2]1[CH:11]=[CH:10][C:5]([C:6]([NH:8][NH:9][C:20](=[O:21])[CH2:19][Cl:18])=[O:7])=[CH:4][CH:3]=1. The yield is 0.820.